Dataset: Forward reaction prediction with 1.9M reactions from USPTO patents (1976-2016). Task: Predict the product of the given reaction. Given the reactants [CH3:1][O:2][C:3]1[CH:4]=[N:5][C:6]2[C:11]([CH:12]=1)=[C:10]([N+:13]([O-:15])=[O:14])[CH:9]=[CH:8][CH:7]=2.[CH3:16][C:17]1[CH:22]=[CH:21][C:20]([S:23]([O:26]C)(=[O:25])=[O:24])=[CH:19][CH:18]=1, predict the reaction product. The product is: [CH3:16][C:17]1[CH:18]=[CH:19][C:20]([S:23]([O-:26])(=[O:25])=[O:24])=[CH:21][CH:22]=1.[CH3:1][O:2][C:3]1[CH:4]=[N+:5]([CH3:16])[C:6]2[C:11]([CH:12]=1)=[C:10]([N+:13]([O-:15])=[O:14])[CH:9]=[CH:8][CH:7]=2.